This data is from Forward reaction prediction with 1.9M reactions from USPTO patents (1976-2016). The task is: Predict the product of the given reaction. (1) Given the reactants [N+:1]([C:4]1[CH:20]=[CH:19][C:7]([C:8]([NH:10][CH:11]([C:13]2[CH:18]=[CH:17][CH:16]=[CH:15][N:14]=2)[CH3:12])=[O:9])=[CH:6][CH:5]=1)([O-])=O, predict the reaction product. The product is: [NH2:1][C:4]1[CH:5]=[CH:6][C:7]([C:8]([NH:10][CH:11]([C:13]2[CH:18]=[CH:17][CH:16]=[CH:15][N:14]=2)[CH3:12])=[O:9])=[CH:19][CH:20]=1. (2) Given the reactants [CH3:1][O:2][C:3](=[O:35])[NH:4][CH2:5][C:6]1(O)[C:14]2[C:9](=[CH:10][CH:11]=[CH:12][CH:13]=2)[N:8]([CH:15]2[CH2:20][CH2:19][N:18]([CH:21]3[C:31]4=[C:32]5[C:27](=[CH:28][CH:29]=[CH:30]4)[CH:26]=[CH:25][CH:24]=[C:23]5[CH2:22]3)[CH2:17][CH2:16]2)[C:7]1=[O:33].S(Cl)([Cl:38])=O, predict the reaction product. The product is: [CH3:1][O:2][C:3](=[O:35])[NH:4][CH2:5][C:6]1([Cl:38])[C:14]2[C:9](=[CH:10][CH:11]=[CH:12][CH:13]=2)[N:8]([CH:15]2[CH2:20][CH2:19][N:18]([CH:21]3[C:31]4=[C:32]5[C:27](=[CH:28][CH:29]=[CH:30]4)[CH:26]=[CH:25][CH:24]=[C:23]5[CH2:22]3)[CH2:17][CH2:16]2)[C:7]1=[O:33]. (3) Given the reactants [CH2:1]([O:3][C:4](=[O:32])[C@H:5]([OH:31])[CH2:6][N:7]([CH2:17][C:18]1[CH:23]=[CH:22][C:21]([C:24]2[CH:29]=[CH:28][CH:27]=[C:26]([Cl:30])[CH:25]=2)=[CH:20][CH:19]=1)[NH:8][C:9]([C:11]1[O:15][N:14]=[C:13]([OH:16])[CH:12]=1)=[O:10])[CH3:2].C(O)[C:34]1[CH:39]=[CH:38]C=[CH:36][CH:35]=1.Cl.O1CCOCC1, predict the reaction product. The product is: [CH2:1]([O:3][C:4](=[O:32])[C@H:5]([OH:31])[CH2:6][N:7]([CH2:17][C:18]1[CH:23]=[CH:22][C:21]([C:24]2[CH:29]=[CH:28][CH:27]=[C:26]([Cl:30])[CH:25]=2)=[CH:20][CH:19]=1)[NH:8][C:9]([C:11]1[O:15][N:14]=[C:13]([OH:16])[CH:12]=1)=[O:10])[C:2]1[CH:38]=[CH:39][CH:34]=[CH:35][CH:36]=1. (4) Given the reactants Br[C:2]1[C:7]([CH3:8])=[CH:6][CH:5]=[CH:4][N:3]=1.C1COCC1.[Br:14][C:15]1[CH:20]=[CH:19][C:18](I)=[CH:17][CH:16]=1.C(N(CC(O)=O)CC(O)=O)CN(CC(O)=O)CC(O)=O, predict the reaction product. The product is: [Br:14][C:15]1[CH:20]=[CH:19][C:18]([C:2]2[C:7]([CH3:8])=[CH:6][CH:5]=[CH:4][N:3]=2)=[CH:17][CH:16]=1. (5) Given the reactants [F:1][C:2]1[CH:7]=[C:6]([F:8])[CH:5]=[CH:4][C:3]=1[CH:9]([NH:11][CH2:12][C:13]1[NH:14][C:15](=[O:23])[C:16]2[CH2:22][O:21][CH2:20][CH2:19][C:17]=2[N:18]=1)[CH3:10].[F:24][C:25]1[CH:42]=[CH:41][C:28]([C:29]([CH:31]2[CH2:36][CH2:35][N:34]([CH2:37][C:38](O)=[O:39])[CH2:33][CH2:32]2)=[O:30])=[CH:27][CH:26]=1, predict the reaction product. The product is: [F:1][C:2]1[CH:7]=[C:6]([F:8])[CH:5]=[CH:4][C:3]=1[CH:9]([N:11]([CH2:12][C:13]1[NH:14][C:15](=[O:23])[C:16]2[CH2:22][O:21][CH2:20][CH2:19][C:17]=2[N:18]=1)[C:38](=[O:39])[CH2:37][N:34]1[CH2:35][CH2:36][CH:31]([C:29](=[O:30])[C:28]2[CH:27]=[CH:26][C:25]([F:24])=[CH:42][CH:41]=2)[CH2:32][CH2:33]1)[CH3:10].